Dataset: HIV replication inhibition screening data with 41,000+ compounds from the AIDS Antiviral Screen. Task: Binary Classification. Given a drug SMILES string, predict its activity (active/inactive) in a high-throughput screening assay against a specified biological target. (1) The compound is NC(=S)NP(=O)(NC(N)=S)NC(N)=S. The result is 0 (inactive). (2) The molecule is CCc1cccc(CC)c1NC(=O)CC1SC(=N)NC1=O. The result is 0 (inactive).